This data is from Full USPTO retrosynthesis dataset with 1.9M reactions from patents (1976-2016). The task is: Predict the reactants needed to synthesize the given product. (1) Given the product [NH2:19][C:18]1[CH:17]=[C:16]([C:14]2[N:3]=[N:2][N:1]([CH2:4][CH2:5][NH:6][C:7](=[O:13])[O:8][C:9]([CH3:10])([CH3:12])[CH3:11])[CH:15]=2)[CH:22]=[CH:21][CH:20]=1, predict the reactants needed to synthesize it. The reactants are: [N:1]([CH2:4][CH2:5][NH:6][C:7](=[O:13])[O:8][C:9]([CH3:12])([CH3:11])[CH3:10])=[N+:2]=[N-:3].[C:14]([C:16]1[CH:17]=[C:18]([CH:20]=[CH:21][CH:22]=1)[NH2:19])#[CH:15]. (2) Given the product [NH2:36][C:28]([CH2:27][N:22]1[C:23]2[C:19](=[C:18]([C:15]3[N:14]=[C:13]([C:6]4[CH:7]=[CH:8][C:9]([O:10][CH2:11][CH3:12])=[C:4]([O:3][CH2:1][CH3:2])[CH:5]=4)[O:17][N:16]=3)[CH:26]=[CH:25][CH:24]=2)[CH2:20][CH2:21]1)([CH2:29][OH:30])[CH2:33][OH:32], predict the reactants needed to synthesize it. The reactants are: [CH2:1]([O:3][C:4]1[CH:5]=[C:6]([C:13]2[O:17][N:16]=[C:15]([C:18]3[CH:26]=[CH:25][CH:24]=[C:23]4[C:19]=3[CH2:20][CH2:21][N:22]4[CH2:27][C:28]3([NH:36]C(=O)OC(C)(C)C)[CH2:33][O:32]C(C)(C)[O:30][CH2:29]3)[N:14]=2)[CH:7]=[CH:8][C:9]=1[O:10][CH2:11][CH3:12])[CH3:2].CC1(C)OCC(NC(=O)OCCCC)(CNC2C=CC(CCCCCCCC)=CC=2)CO1. (3) The reactants are: [F:1][C:2]1[CH:3]=[C:4]([CH:34]=[CH:35][C:36]=1[OH:37])[C:5]([CH2:7][NH:8][C:9]1[CH:14]=[C:13]([O:15][CH3:16])[CH:12]=[CH:11][C:10]=1[CH:17]1[CH2:26][CH2:25][C:24]2[CH:23]=[C:22]([O:27]C(=O)C(C)(C)C)[CH:21]=[CH:20][C:19]=2[CH2:18]1)=O.[N:38]1([C:42](=O)[CH2:43]Cl)[CH2:41][CH2:40][CH2:39]1. Given the product [N:38]1([CH2:42][CH2:43][O:37][C:36]2[CH:35]=[CH:34][C:4]([CH2:5][CH2:7][NH:8][C:9]3[CH:14]=[C:13]([O:15][CH3:16])[CH:12]=[CH:11][C:10]=3[CH:17]3[CH2:26][CH2:25][C:24]4[CH:23]=[C:22]([OH:27])[CH:21]=[CH:20][C:19]=4[CH2:18]3)=[CH:3][C:2]=2[F:1])[CH2:41][CH2:40][CH2:39]1, predict the reactants needed to synthesize it. (4) Given the product [CH:33]1[C:34]2[C:38]3[CH:40]=[CH:41][CH:42]=[CH:43][C:37]=3[O:36][C:35]=2[CH:39]=[CH:31][C:32]=1[C:44]1[C:19]2[C:24](=[CH:23][CH:22]=[CH:21][CH:20]=2)[CH:47]=[CH:46][C:45]=1[C:35]([OH:36])([CH3:39])[CH3:34], predict the reactants needed to synthesize it. The reactants are: CC1(C)[C:20]2[CH:21]=[C:22](C3[C:24]4[C:19](=[CH:20][CH:21]=[CH:22][CH:23]=4)C=CC=3C(OCC)=O)[CH:23]=[CH:24][C:19]=2[C:24]2[C:19]1=[CH:20][CH:21]=[CH:22][CH:23]=2.[CH:31]1[C:39]2[C:38]3[CH:40]=[CH:41][CH:42]=[CH:43][C:37]=3[O:36][C:35]=2[CH:34]=[CH:33][C:32]=1[C:44]1C2C(=CC=CC=2)[CH:47]=[CH:46][C:45]=1C(OCC)=O. (5) Given the product [CH2:27]([N:22]1[C:21]([C:29]2[CH:34]=[N:33][C:32]([CH3:35])=[N:31][CH:30]=2)=[N:20][C:19]2[C:23]1=[N:24][CH:25]=[N:26][C:18]=2[O:1][C@H:2]1[CH2:7][CH2:6][CH2:5][N:4]([C:8]([O:10][C:11]([CH3:14])([CH3:13])[CH3:12])=[O:9])[CH2:3]1)[CH3:28], predict the reactants needed to synthesize it. The reactants are: [OH:1][C@H:2]1[CH2:7][CH2:6][CH2:5][N:4]([C:8]([O:10][C:11]([CH3:14])([CH3:13])[CH3:12])=[O:9])[CH2:3]1.[H-].[Na+].Cl[C:18]1[N:26]=[CH:25][N:24]=[C:23]2[C:19]=1[N:20]=[C:21]([C:29]1[CH:30]=[N:31][C:32]([CH3:35])=[N:33][CH:34]=1)[N:22]2[CH2:27][CH3:28]. (6) Given the product [C:9]([N:12]1[C:20]2[C:15](=[CH:16][C:17]([C:21]3[NH:8][C:6]4[N:5]([N:4]=[C:3]([CH2:1][CH3:2])[N:7]=4)[C:23](=[O:24])[CH:22]=3)=[CH:18][CH:19]=2)[CH:14]=[N:13]1)(=[O:11])[CH3:10], predict the reactants needed to synthesize it. The reactants are: [CH2:1]([C:3]1[N:7]=[C:6]([NH2:8])[NH:5][N:4]=1)[CH3:2].[C:9]([N:12]1[C:20]2[C:15](=[CH:16][C:17]([C:21](=O)[CH2:22][C:23](OCC)=[O:24])=[CH:18][CH:19]=2)[CH:14]=[N:13]1)(=[O:11])[CH3:10].CC1C=CC(S(O)(=O)=O)=CC=1.